Dataset: Full USPTO retrosynthesis dataset with 1.9M reactions from patents (1976-2016). Task: Predict the reactants needed to synthesize the given product. (1) Given the product [CH2:1]([O:8][C:9]1[CH:14]=[CH:13][N:12]([CH2:15][CH2:16][C:17]([CH3:32])([S:28]([CH3:31])(=[O:29])=[O:30])[C:18]([NH:20][OH:21])=[O:19])[C:11](=[O:33])[CH:10]=1)[C:2]1[CH:3]=[CH:4][CH:5]=[CH:6][CH:7]=1, predict the reactants needed to synthesize it. The reactants are: [CH2:1]([O:8][C:9]1[CH:14]=[CH:13][N:12]([CH2:15][CH2:16][C:17]([CH3:32])([S:28]([CH3:31])(=[O:30])=[O:29])[C:18]([NH:20][O:21]C2CCCCO2)=[O:19])[C:11](=[O:33])[CH:10]=1)[C:2]1[CH:7]=[CH:6][CH:5]=[CH:4][CH:3]=1.Cl.CO. (2) Given the product [F:1][C:2]1[CH:3]=[CH:4][C:5]([N:8]2[C:11](=[O:24])[C@H:10]([S:25][CH2:26][C:27]3[CH:32]=[CH:31][C:30]([O:33][CH3:34])=[CH:29][CH:28]=3)[C@H:9]2[C:35]2[CH:36]=[CH:37][C:38]([O:39][CH2:40][C:41]([O:43][C:44]([CH3:45])([CH3:46])[CH3:47])=[O:42])=[CH:48][CH:49]=2)=[CH:6][CH:7]=1, predict the reactants needed to synthesize it. The reactants are: [F:1][C:2]1[CH:7]=[CH:6][C:5]([NH:8][C@H:9]([C:35]2[CH:49]=[CH:48][C:38]([O:39][CH2:40][C:41]([O:43][C:44]([CH3:47])([CH3:46])[CH3:45])=[O:42])=[CH:37][CH:36]=2)[CH:10]([S:25][CH2:26][C:27]2[CH:32]=[CH:31][C:30]([O:33][CH3:34])=[CH:29][CH:28]=2)[C:11](=[O:24])N2[C@@H](C3C=CC=CC=3)COC2=O)=[CH:4][CH:3]=1.C/C(/O[Si](C)(C)C)=N\[Si](C)(C)C.[F-].C([N+](CCCC)(CCCC)CCCC)CCC. (3) Given the product [I:22][C:14]1[C:15]2[C:16](=[N:17][CH:18]=[N:19][C:20]=2[NH2:21])[N:12]([C@H:9]2[CH2:10][CH2:11][C@H:6]([N:25]3[CH:29]=[CH:28][CH:27]=[N:26]3)[CH2:7][CH2:8]2)[N:13]=1, predict the reactants needed to synthesize it. The reactants are: CS(O[C@H:6]1[CH2:11][CH2:10][C@@H:9]([N:12]2[C:16]3=[N:17][CH:18]=[N:19][C:20]([NH2:21])=[C:15]3[C:14]([I:22])=[N:13]2)[CH2:8][CH2:7]1)(=O)=O.[H-].[Na+].[NH:25]1[CH:29]=[CH:28][CH:27]=[N:26]1. (4) Given the product [CH3:1][N:2]([CH3:15])[C:3]1([C:9]2[CH:14]=[CH:13][CH:12]=[CH:11][CH:10]=2)[CH2:4][CH2:5][N:6]([CH2:26][CH2:25][N:17]([CH3:16])[C:18](=[O:24])[O:19][C:20]([CH3:22])([CH3:21])[CH3:23])[CH2:7][CH2:8]1, predict the reactants needed to synthesize it. The reactants are: [CH3:1][N:2]([CH3:15])[C:3]1([C:9]2[CH:14]=[CH:13][CH:12]=[CH:11][CH:10]=2)[CH2:8][CH2:7][NH:6][CH2:5][CH2:4]1.[CH3:16][N:17]([CH2:25][CH:26]=O)[C:18](=[O:24])[O:19][C:20]([CH3:23])([CH3:22])[CH3:21].C([BH3-])#N.[Na+]. (5) Given the product [N:1]1[O:2][C:10](=[O:11])[N:4]2[CH2:5][CH2:6][CH2:7][CH2:8][CH2:9][C:3]=12, predict the reactants needed to synthesize it. The reactants are: [N:1](=[C:3]1[CH2:9][CH2:8][CH2:7][CH2:6][CH2:5][NH:4]1)[OH:2].[C:10](N1C=CN=C1)(N1C=CN=C1)=[O:11]. (6) Given the product [Si:31]([O:38][CH2:39][CH2:40][N:41]([CH:42]1[CH2:43][CH2:44]1)[C:28]([C:10]1[C:9]([O:8][CH2:1][C:2]2[CH:7]=[CH:6][CH:5]=[CH:4][CH:3]=2)=[C:14]([OH:15])[N:13]=[C:12]([CH2:16][C:17]2([C:22]3[CH:23]=[CH:24][CH:25]=[CH:26][CH:27]=3)[CH2:18][CH2:19][CH2:20][CH2:21]2)[N:11]=1)=[O:29])([C:34]([CH3:37])([CH3:36])[CH3:35])([CH3:33])[CH3:32], predict the reactants needed to synthesize it. The reactants are: [CH2:1]([O:8][C:9]1[C:10]([C:28](O)=[O:29])=[N:11][C:12]([CH2:16][C:17]2([C:22]3[CH:27]=[CH:26][CH:25]=[CH:24][CH:23]=3)[CH2:21][CH2:20][CH2:19][CH2:18]2)=[N:13][C:14]=1[OH:15])[C:2]1[CH:7]=[CH:6][CH:5]=[CH:4][CH:3]=1.[Si:31]([O:38][CH2:39][CH2:40][NH:41][CH:42]1[CH2:44][CH2:43]1)([C:34]([CH3:37])([CH3:36])[CH3:35])([CH3:33])[CH3:32].C(N(CC)C(C)C)(C)C.CN(C(ON1N=NC2C=CC=NC1=2)=[N+](C)C)C.F[P-](F)(F)(F)(F)F. (7) Given the product [CH2:29]([C@@:9]([N:8]([CH2:1][C:2]1[CH:3]=[CH:4][CH:5]=[CH:6][CH:7]=1)[CH2:22][C:23]1[CH:28]=[CH:27][CH:26]=[CH:25][CH:24]=1)([CH2:20][CH3:21])[C:10]([OH:12])=[O:11])[C:30]1[CH:35]=[CH:34][CH:33]=[CH:32][CH:31]=1, predict the reactants needed to synthesize it. The reactants are: [CH2:1]([N:8]([CH2:22][C:23]1[CH:28]=[CH:27][CH:26]=[CH:25][CH:24]=1)[C@@H:9]([CH2:20][CH3:21])[C:10]([O:12]CC1C=CC=CC=1)=[O:11])[C:2]1[CH:7]=[CH:6][CH:5]=[CH:4][CH:3]=1.[CH2:29](N([CH2:29][C:30]1[CH:35]=[CH:34][CH:33]=[CH:32][CH:31]=1)[C@@H](CC)C(O)=O)[C:30]1[CH:35]=[CH:34][CH:33]=[CH:32][CH:31]=1.